This data is from Reaction yield outcomes from USPTO patents with 853,638 reactions. The task is: Predict the reaction yield, written as a fraction of the theoretical maximum amount of product (1.0 means a 100% yield; for example, 0.34 means a 34% yield). The reactants are C(N1C=CN=C1)(N1C=CN=C1)=O.C(OC([NH:20][CH2:21][CH2:22][CH2:23][N:24]1[C:28]2[CH:29]=[C:30]([C:33](O)=[O:34])[CH:31]=[CH:32][C:27]=2[N:26]=[C:25]1[NH:36][C:37]1[CH:42]=[C:41]([O:43][CH3:44])[C:40]([O:45][CH3:46])=[C:39]([O:47][CH3:48])[CH:38]=1)=O)(C)(C)C.[NH:49]1[CH2:54][CH2:53][CH2:52][CH2:51][CH2:50]1.[ClH:55]. The catalyst is C(Cl)(Cl)Cl.O1CCCC1.CN(C)C=O.ClCCl.C(OCC)(=O)C. The product is [ClH:55].[ClH:55].[NH2:20][CH2:21][CH2:22][CH2:23][N:24]1[C:28]2[CH:29]=[C:30]([C:33]([N:49]3[CH2:54][CH2:53][CH2:52][CH2:51][CH2:50]3)=[O:34])[CH:31]=[CH:32][C:27]=2[N:26]=[C:25]1[NH:36][C:37]1[CH:42]=[C:41]([O:43][CH3:44])[C:40]([O:45][CH3:46])=[C:39]([O:47][CH3:48])[CH:38]=1. The yield is 0.650.